Task: Predict the product of the given reaction.. Dataset: Forward reaction prediction with 1.9M reactions from USPTO patents (1976-2016) (1) Given the reactants [F:1][C:2]1[CH:3]=[C:4]([CH2:8][CH2:9][C@@H:10]2[NH:15][CH2:14][CH2:13][N:12]([C:16]3[C:17]4[CH:30]=[CH:29][C:28]([CH3:31])=[CH:27][C:18]=4[NH:19][C:20]4[CH:26]=[CH:25][CH:24]=[CH:23][C:21]=4[N:22]=3)[CH2:11]2)[CH:5]=[CH:6][CH:7]=1.C=O.[C:34](O[BH-](OC(=O)C)OC(=O)C)(=O)C.[Na+], predict the reaction product. The product is: [F:1][C:2]1[CH:3]=[C:4]([CH2:8][CH2:9][C@@H:10]2[N:15]([CH3:34])[CH2:14][CH2:13][N:12]([C:16]3[C:17]4[CH:30]=[CH:29][C:28]([CH3:31])=[CH:27][C:18]=4[NH:19][C:20]4[CH:26]=[CH:25][CH:24]=[CH:23][C:21]=4[N:22]=3)[CH2:11]2)[CH:5]=[CH:6][CH:7]=1. (2) Given the reactants [C:1](OC(=O)C)(=[O:3])[CH3:2].[N+:8]([C:11]1[CH:12]=[CH:13][C:14]2[O:20][CH2:19][CH2:18][CH2:17][NH:16][C:15]=2[CH:21]=1)([O-:10])=[O:9].C(N(CC)CC)C, predict the reaction product. The product is: [N+:8]([C:11]1[CH:12]=[CH:13][C:14]2[O:20][CH2:19][CH2:18][CH2:17][N:16]([C:1](=[O:3])[CH3:2])[C:15]=2[CH:21]=1)([O-:10])=[O:9]. (3) Given the reactants Br[C:2]1[S:3][CH:4]=[CH:5][CH:6]=1.[Cl:7][C:8]1[CH:13]=[C:12](B(O)O)[CH:11]=[CH:10][N:9]=1.C([O-])([O-])=O.[Na+].[Na+], predict the reaction product. The product is: [Cl:7][C:8]1[CH:13]=[C:12]([C:2]2[S:3][CH:4]=[CH:5][CH:6]=2)[CH:11]=[CH:10][N:9]=1. (4) Given the reactants [CH2:1]([OH:19])[C:2]([F:18])([O:7][C:8]([F:17])([F:16])[C:9]([F:15])([F:14])[C:10]([F:13])([F:12])[F:11])[C:3]([F:6])([F:5])[F:4].C1(=O)O[CH2:23][CH2:22][O:21]1.C(=O)([O-])[O-].[K+].[K+].Cl, predict the reaction product. The product is: [F:18][C:2]([O:7][C:8]([F:16])([F:17])[C:9]([F:14])([F:15])[C:10]([F:11])([F:13])[F:12])([C:3]([F:6])([F:5])[F:4])[CH2:1][O:19][CH2:23][CH2:22][OH:21]. (5) Given the reactants [OH-].[K+].[C:3]1([S:9](Cl)(=[O:11])=[O:10])[CH:8]=[CH:7][CH:6]=[CH:5][CH:4]=1.[CH3:13][C:14]1[CH:19]=[CH:18][N:17]=[C:16]2[NH:20][CH:21]=[CH:22][C:15]=12, predict the reaction product. The product is: [CH3:13][C:14]1[CH:19]=[CH:18][N:17]=[C:16]2[N:20]([S:9]([C:3]3[CH:8]=[CH:7][CH:6]=[CH:5][CH:4]=3)(=[O:11])=[O:10])[CH:21]=[CH:22][C:15]=12. (6) Given the reactants [C:1]([C:3]1[CH:11]=[CH:10][CH:9]=[C:8]2[C:4]=1[CH:5]=[CH:6][NH:7]2)#[N:2].[H-].[Na+].[CH3:14][O:15][C:16]1[CH:21]=[CH:20][C:19]([S:22](Cl)(=[O:24])=[O:23])=[CH:18][C:17]=1[N:26]1[CH2:31][CH2:30][N:29]([C:32](=[O:37])[C:33]([Cl:36])([Cl:35])[Cl:34])[CH2:28][CH2:27]1, predict the reaction product. The product is: [CH3:14][O:15][C:16]1[CH:21]=[CH:20][C:19]([S:22]([N:7]2[C:8]3[CH:9]=[CH:10][CH:11]=[C:3]([C:1]#[N:2])[C:4]=3[CH:5]=[CH:6]2)(=[O:23])=[O:24])=[CH:18][C:17]=1[N:26]1[CH2:31][CH2:30][N:29]([C:32](=[O:37])[C:33]([Cl:36])([Cl:35])[Cl:34])[CH2:28][CH2:27]1.